From a dataset of Catalyst prediction with 721,799 reactions and 888 catalyst types from USPTO. Predict which catalyst facilitates the given reaction. (1) Reactant: [C:1]([C:5]1[O:9][N:8]=[C:7]([C:10]2[CH:15]=[C:14]([O:16]CC3CC3)[C:13]([S:21]([CH3:24])(=[O:23])=[O:22])=[CH:12][N:11]=2)[N:6]=1)([CH3:4])([CH3:3])[CH3:2].B(Br)(Br)Br. Product: [C:1]([C:5]1[O:9][N:8]=[C:7]([C:10]2[CH:15]=[C:14]([OH:16])[C:13]([S:21]([CH3:24])(=[O:22])=[O:23])=[CH:12][N:11]=2)[N:6]=1)([CH3:4])([CH3:2])[CH3:3]. The catalyst class is: 2. (2) Reactant: [F:1][C:2]1[CH:7]=[CH:6][C:5]([N:8]2[C:13]3[C:14]([CH:23]=[CH2:24])=[CH:15][C:16]([NH:18][S:19]([CH3:22])(=[O:21])=[O:20])=[CH:17][C:12]=3[O:11][C:10]([CH3:26])([CH3:25])[C:9]2=[O:27])=[CH:4][CH:3]=1.[OH:28]O.[OH-].[Na+].[Cl-].[NH4+]. Product: [F:1][C:2]1[CH:3]=[CH:4][C:5]([N:8]2[C:13]3[C:14]([CH2:23][CH2:24][OH:28])=[CH:15][C:16]([NH:18][S:19]([CH3:22])(=[O:20])=[O:21])=[CH:17][C:12]=3[O:11][C:10]([CH3:26])([CH3:25])[C:9]2=[O:27])=[CH:6][CH:7]=1. The catalyst class is: 7. (3) Reactant: [C:1]12([C:11]([OH:13])=[O:12])[CH2:10][CH:5]3[CH2:6][CH:7]([CH2:9][CH:3]([CH2:4]3)[CH2:2]1)[CH2:8]2.[O:14]=O. Product: [OH:14][C:3]12[CH2:9][CH:7]3[CH2:6][CH:5]([CH2:10][C:1]([C:11]([OH:13])=[O:12])([CH2:8]3)[CH2:2]1)[CH2:4]2. The catalyst class is: 15. (4) Reactant: [Cl:1][C:2]1[C:7]([N+:8]([O-:10])=[O:9])=[C:6](Cl)[N:5]=[CH:4][N:3]=1.[CH3:12][C:13]1[CH:18]=[CH:17][CH:16]=[CH:15][C:14]=1B(O)O.C(=O)([O-])[O-].[K+].[K+].C(=O)(O)[O-].[Na+]. Product: [Cl:1][C:2]1[C:7]([N+:8]([O-:10])=[O:9])=[C:6]([C:14]2[CH:15]=[CH:16][CH:17]=[CH:18][C:13]=2[CH3:12])[N:5]=[CH:4][N:3]=1. The catalyst class is: 12. (5) Reactant: [NH2:1][C@H:2]([C:4]1[N:8]([CH:9]2[CH2:12][CH:11]([C:13]#[N:14])[CH2:10]2)[C:7]2[CH:15]=[C:16]([F:19])[CH:17]=[CH:18][C:6]=2[N:5]=1)[CH3:3].Cl[C:21]1[N:29]=[CH:28][N:27]=[C:26]2[C:22]=1[N:23]=[CH:24][N:25]2C1CCCCO1.CCN(C(C)C)C(C)C. Product: [F:19][C:16]1[CH:17]=[CH:18][C:6]2[N:5]=[C:4]([C@@H:2]([NH:1][C:21]3[N:29]=[CH:28][N:27]=[C:26]4[C:22]=3[N:23]=[CH:24][NH:25]4)[CH3:3])[N:8]([CH:9]3[CH2:12][CH:11]([C:13]#[N:14])[CH2:10]3)[C:7]=2[CH:15]=1. The catalyst class is: 41. (6) Reactant: [CH:1]1([CH2:7][O:8][C:9]2[C:10]3[N:11]([C:15]([C:19]([O:21]N4C5C=CC=CC=5N=N4)=O)=[C:16]([CH3:18])[N:17]=3)[CH:12]=[CH:13][CH:14]=2)[CH2:6][CH2:5][CH2:4][CH2:3][CH2:2]1.ClCCl.[C:34]1([C@@H:40]([NH2:42])[CH3:41])[CH:39]=[CH:38][CH:37]=[CH:36][CH:35]=1.C(N(CC)CC)C. Product: [CH:1]1([CH2:7][O:8][C:9]2[C:10]3[N:11]([C:15]([C:19]([NH:42][C@H:40]([C:34]4[CH:39]=[CH:38][CH:37]=[CH:36][CH:35]=4)[CH3:41])=[O:21])=[C:16]([CH3:18])[N:17]=3)[CH:12]=[CH:13][CH:14]=2)[CH2:2][CH2:3][CH2:4][CH2:5][CH2:6]1. The catalyst class is: 146.